From a dataset of Reaction yield outcomes from USPTO patents with 853,638 reactions. Predict the reaction yield, written as a fraction of the theoretical maximum amount of product (1.0 means a 100% yield; for example, 0.34 means a 34% yield). The reactants are [C:1]([NH:9][CH:10]([CH3:19])[C:11](=[O:18])[CH2:12][C:13]([O:15][CH2:16][CH3:17])=[O:14])(=O)[C:2]1[CH:7]=[CH:6][CH:5]=[CH:4][CH:3]=1.O=P(Cl)(Cl)Cl.C([O-])(O)=O.[Na+]. The catalyst is CN(C=O)C. The product is [CH3:19][C:10]1[N:9]=[C:1]([C:2]2[CH:7]=[CH:6][CH:5]=[CH:4][CH:3]=2)[O:18][C:11]=1[CH2:12][C:13]([O:15][CH2:16][CH3:17])=[O:14]. The yield is 0.480.